This data is from Reaction yield outcomes from USPTO patents with 853,638 reactions. The task is: Predict the reaction yield, written as a fraction of the theoretical maximum amount of product (1.0 means a 100% yield; for example, 0.34 means a 34% yield). The reactants are C(N(CC)CC)C.[CH2:8]([OH:10])[CH3:9].[N:11]1[CH:16]=[CH:15][CH:14]=[CH:13][C:12]=1[S:17](Cl)(=[O:19])=[O:18]. The catalyst is ClCCl. The product is [N:11]1[CH:16]=[CH:15][CH:14]=[CH:13][C:12]=1[S:17]([C:8](=[O:10])[CH3:9])(=[O:19])=[O:18]. The yield is 0.950.